Predict the reaction yield, written as a fraction of the theoretical maximum amount of product (1.0 means a 100% yield; for example, 0.34 means a 34% yield). From a dataset of Reaction yield outcomes from USPTO patents with 853,638 reactions. (1) The reactants are [OH:1][C:2]1[CH:9]=[CH:8][C:5]([CH:6]=[O:7])=[CH:4][C:3]=1[C:10]([F:13])([F:12])[F:11].C([O-])([O-])=O.[K+].[K+].[CH2:20]([O:22][C:23](=[O:26])[CH2:24]Br)[CH3:21].C(O)C. The catalyst is CC(C)=O. The product is [CH:6]([C:5]1[CH:8]=[CH:9][C:2]([O:1][CH2:24][C:23]([O:22][CH2:20][CH3:21])=[O:26])=[C:3]([C:10]([F:11])([F:12])[F:13])[CH:4]=1)=[O:7]. The yield is 0.590. (2) The yield is 0.305. The reactants are [CH2:1]([O:3]CC)C.Br[C:7]1[CH:8]=[CH:9][C:10]([CH2:13][O:14][C:15]2[CH:20]=[CH:19][C:18]([F:21])=[CH:17][CH:16]=2)=[N:11][CH:12]=1.C([Li])CCC.CN(C)C=O. The catalyst is O. The product is [F:21][C:18]1[CH:19]=[CH:20][C:15]([O:14][CH2:13][C:10]2[N:11]=[CH:12][C:7]([CH:1]=[O:3])=[CH:8][CH:9]=2)=[CH:16][CH:17]=1. (3) The reactants are [CH3:1][C:2]1[CH:7]=[CH:6][C:5]([S:8]([N:11]([C@H:16]([C:41]([NH2:43])=[O:42])[CH2:17][CH2:18][CH2:19][CH2:20][NH:21][C:22]([C@@H:24]([NH:32][S:33]([C:36]2[S:40][CH:39]=[CH:38][CH:37]=2)(=[O:35])=[O:34])[CH2:25][C:26]2[CH:31]=[CH:30][CH:29]=[CH:28][CH:27]=2)=[O:23])[CH2:12][CH:13]([CH3:15])[CH3:14])(=[O:10])=[O:9])=[CH:4][CH:3]=1.N[OH:45]. The catalyst is C(O)C. The product is [CH3:1][C:2]1[CH:3]=[CH:4][C:5]([S:8]([N:11]([C@H:16]([C:41]([NH:43][OH:45])=[O:42])[CH2:17][CH2:18][CH2:19][CH2:20][NH:21][C:22]([C@@H:24]([NH:32][S:33]([C:36]2[S:40][CH:39]=[CH:38][CH:37]=2)(=[O:34])=[O:35])[CH2:25][C:26]2[CH:31]=[CH:30][CH:29]=[CH:28][CH:27]=2)=[O:23])[CH2:12][CH:13]([CH3:15])[CH3:14])(=[O:9])=[O:10])=[CH:6][CH:7]=1. The yield is 0.180.